This data is from Catalyst prediction with 721,799 reactions and 888 catalyst types from USPTO. The task is: Predict which catalyst facilitates the given reaction. The catalyst class is: 7. Product: [ClH:40].[CH:27]1([N:22]2[C:23]3[C:18](=[CH:17][C:16]([F:43])=[C:15]([N:11]4[CH2:10][CH:9]([CH3:44])[N:8]([C:6](=[O:7])[CH2:5][NH2:2])[CH:13]([CH3:14])[CH2:12]4)[C:24]=3[O:25][CH3:26])[C:19](=[O:42])[C:20]([C:30]([NH:32][CH2:33][C:34]3[CH:39]=[CH:38][C:37]([Cl:40])=[CH:36][C:35]=3[Cl:41])=[O:31])=[CH:21]2)[CH2:28][CH2:29]1. Reactant: Cl.[N:2]([CH2:5][C:6]([N:8]1[CH:13]([CH3:14])[CH2:12][N:11]([C:15]2[C:24]([O:25][CH3:26])=[C:23]3[C:18]([C:19](=[O:42])[C:20]([C:30]([NH:32][CH2:33][C:34]4[CH:39]=[CH:38][C:37]([Cl:40])=[CH:36][C:35]=4[Cl:41])=[O:31])=[CH:21][N:22]3[CH:27]3[CH2:29][CH2:28]3)=[CH:17][C:16]=2[F:43])[CH2:10][CH:9]1[CH3:44])=[O:7])=[N+]=[N-].C1(P(C2C=CC=CC=2)C2C=CC=CC=2)C=CC=CC=1.